Dataset: Forward reaction prediction with 1.9M reactions from USPTO patents (1976-2016). Task: Predict the product of the given reaction. (1) Given the reactants [CH2:1]([O:3][C:4](=[O:22])[C:5]([C:7]1[CH:12]=[CH:11][C:10](O[Si](C(C)(C)C)(C)C)=[CH:9][C:8]=1[OH:21])=O)[CH3:2].Cl[CH2:24][C:25]([C:27]1[CH:32]=[CH:31][C:30]([Cl:33])=[CH:29][C:28]=1[Cl:34])=[O:26].C(=O)([O-])[O-:36].[K+].[K+].C(OCC)(=O)C, predict the reaction product. The product is: [CH2:1]([O:3][C:4]([C:5]1[C:7]2[C:8]([OH:21])=[CH:9][CH:10]=[CH:11][C:12]=2[O:36][C:24]=1[C:25](=[O:26])[C:27]1[CH:32]=[CH:31][C:30]([Cl:33])=[CH:29][C:28]=1[Cl:34])=[O:22])[CH3:2]. (2) The product is: [F:8][C:9]1[C:14]([F:15])=[CH:13][CH:12]=[CH:11][C:10]=1[C:23](=[O:50])[CH2:24][O:25][CH:26]([CH:48]=[CH2:49])[CH2:27][O:28][C:29]([C:42]1[CH:47]=[CH:46][CH:45]=[CH:44][CH:43]=1)([C:30]1[CH:31]=[CH:32][CH:33]=[CH:34][CH:35]=1)[C:36]1[CH:41]=[CH:40][CH:39]=[CH:38][CH:37]=1. Given the reactants C([Mg]Cl)(C)C.[Li+].[Cl-].[F:8][C:9]1[C:14]([F:15])=[CH:13][CH:12]=[CH:11][C:10]=1Br.O1CCN([C:23](=[O:50])[CH2:24][O:25][CH:26]([CH:48]=[CH2:49])[CH2:27][O:28][C:29]([C:42]2[CH:47]=[CH:46][CH:45]=[CH:44][CH:43]=2)([C:36]2[CH:41]=[CH:40][CH:39]=[CH:38][CH:37]=2)[C:30]2[CH:35]=[CH:34][CH:33]=[CH:32][CH:31]=2)CC1, predict the reaction product.